This data is from Catalyst prediction with 721,799 reactions and 888 catalyst types from USPTO. The task is: Predict which catalyst facilitates the given reaction. The catalyst class is: 12. Reactant: [F:1][C:2]1[CH:7]=[CH:6][C:5]([CH2:8][C:9]([NH:11][C:12](=[S:37])[NH:13][C:14]2[CH:19]=[CH:18][C:17]([N:20]3[C:28]4[CH:27]=[CH:26][N:25]=[C:24]([NH:29]C(=O)OC(C)(C)C)[C:23]=4[CH:22]=[CH:21]3)=[CH:16][CH:15]=2)=[O:10])=[CH:4][CH:3]=1.[ClH:38]. Product: [ClH:38].[NH2:29][C:24]1[C:23]2[CH:22]=[CH:21][N:20]([C:17]3[CH:16]=[CH:15][C:14]([NH:13][C:12]([NH:11][C:9](=[O:10])[CH2:8][C:5]4[CH:4]=[CH:3][C:2]([F:1])=[CH:7][CH:6]=4)=[S:37])=[CH:19][CH:18]=3)[C:28]=2[CH:27]=[CH:26][N:25]=1.